This data is from Forward reaction prediction with 1.9M reactions from USPTO patents (1976-2016). The task is: Predict the product of the given reaction. (1) Given the reactants [ClH:1].Cl.Cl.[C:4]([C:7]1[CH:8]=[C:9](/[CH:13]=[CH:14]/[CH2:15][N:16]([CH2:30][C:31]([O:33][CH2:34][CH3:35])=[O:32])[C:17]2[CH:22]=[CH:21][C:20]([O:23][CH:24]3[CH2:29][CH2:28][NH:27][CH2:26][CH2:25]3)=[CH:19][CH:18]=2)[CH:10]=[CH:11][CH:12]=1)(=[NH:6])[NH2:5].Cl.[C:37](=[NH:42])(OCC)[CH3:38].C(N(CC)CC)C.Cl, predict the reaction product. The product is: [ClH:1].[ClH:1].[ClH:1].[C:37]([N:27]1[CH2:28][CH2:29][CH:24]([O:23][C:20]2[CH:21]=[CH:22][C:17]([N:16]([CH2:30][C:31]([O:33][CH2:34][CH3:35])=[O:32])[CH2:15]/[CH:14]=[CH:13]/[C:9]3[CH:10]=[CH:11][CH:12]=[C:7]([C:4](=[NH:5])[NH2:6])[CH:8]=3)=[CH:18][CH:19]=2)[CH2:25][CH2:26]1)(=[NH:42])[CH3:38]. (2) Given the reactants [CH2:1]([O:8][C@H:9]1[CH2:13][CH2:12][CH2:11][C@@H:10]1[NH:14][C:15]1[CH:22]=[C:21]([N:23]2[C:31]3[CH2:30][C:29]([CH3:33])([CH3:32])[CH2:28][C:27](=[O:34])[C:26]=3[C:25]([CH2:35][CH3:36])=[N:24]2)[CH:20]=[CH:19][C:16]=1[C:17]#[N:18])[C:2]1[CH:7]=[CH:6][CH:5]=[CH:4][CH:3]=1.C([OH:39])C.[OH-].[K+].OO, predict the reaction product. The product is: [CH2:1]([O:8][C@H:9]1[CH2:13][CH2:12][CH2:11][C@@H:10]1[NH:14][C:15]1[CH:22]=[C:21]([N:23]2[C:31]3[CH2:30][C:29]([CH3:32])([CH3:33])[CH2:28][C:27](=[O:34])[C:26]=3[C:25]([CH2:35][CH3:36])=[N:24]2)[CH:20]=[CH:19][C:16]=1[C:17]([NH2:18])=[O:39])[C:2]1[CH:7]=[CH:6][CH:5]=[CH:4][CH:3]=1. (3) Given the reactants [Si]([O:8][CH2:9][C:10]([C:13]1[N:17]2[N:18]=[C:19]([C:22]3[N:26]4[CH2:27][CH2:28][CH2:29][C:25]4=[N:24][C:23]=3[C:30]3[CH:35]=[CH:34][C:33]([F:36])=[CH:32][C:31]=3[F:37])[CH:20]=[CH:21][C:16]2=[N:15][N:14]=1)([CH3:12])[CH3:11])(C(C)(C)C)(C)C.CCCC[N+](CCCC)(CCCC)CCCC.[F-], predict the reaction product. The product is: [F:37][C:31]1[CH:32]=[C:33]([F:36])[CH:34]=[CH:35][C:30]=1[C:23]1[N:24]=[C:25]2[CH2:29][CH2:28][CH2:27][N:26]2[C:22]=1[C:19]1[CH:20]=[CH:21][C:16]2[N:17]([C:13]([C:10]([CH3:12])([CH3:11])[CH2:9][OH:8])=[N:14][N:15]=2)[N:18]=1. (4) Given the reactants C([O:4][C@@H:5]1[C@H:9]([O:10]C(=O)C)[C@@H:8]([C:14]#[CH:15])[O:7][C@H:6]1[N:16]1[CH:24]=[N:23][C:22]2[C:17]1=[N:18][CH:19]=[N:20][C:21]=2[NH:25][C:26]1[CH:31]=[CH:30][C:29]([F:32])=[CH:28][C:27]=1[F:33])(=O)C.C(N)(C)(C)C, predict the reaction product. The product is: [F:33][C:27]1[CH:28]=[C:29]([F:32])[CH:30]=[CH:31][C:26]=1[NH:25][C:21]1[N:20]=[CH:19][N:18]=[C:17]2[C:22]=1[N:23]=[CH:24][N:16]2[C@H:6]1[C@H:5]([OH:4])[C@H:9]([OH:10])[C@@H:8]([C:14]#[CH:15])[O:7]1. (5) Given the reactants [Na].[CH2:2]([N:9]1[CH2:14][CH2:13][C:12](=O)[CH2:11][CH2:10]1)[C:3]1[CH:8]=[CH:7][CH:6]=[CH:5][CH:4]=1.[NH2:16][C:17]1[CH:22]=[CH:21][CH:20]=[CH:19][CH:18]=1.C(=O)(O)[O-].[Na+], predict the reaction product. The product is: [CH2:2]([N:9]1[CH2:14][CH2:13][CH:12]([NH:16][C:17]2[CH:22]=[CH:21][CH:20]=[CH:19][CH:18]=2)[CH2:11][CH2:10]1)[C:3]1[CH:8]=[CH:7][CH:6]=[CH:5][CH:4]=1. (6) Given the reactants C([O:4][CH2:5][C:6]1[C:11]([CH3:12])=[C:10]([O:13][CH2:14][CH3:15])[CH:9]=[CH:8][N:7]=1)(=O)C.[OH-].[Na+], predict the reaction product. The product is: [OH:4][CH2:5][C:6]1[C:11]([CH3:12])=[C:10]([O:13][CH2:14][CH3:15])[CH:9]=[CH:8][N:7]=1. (7) Given the reactants [NH2:1][C:2]1[CH:3]=[C:4]2[C:9](=[C:10]([C:12]([N:14]([CH3:16])[CH3:15])=[O:13])[CH:11]=1)[N:8]=[CH:7][C:6]([C:17]#[N:18])=[C:5]2[NH:19][C:20]1[CH:25]=[CH:24][C:23]([F:26])=[C:22]([Cl:27])[CH:21]=1.[C:28]1([CH3:36])[CH:33]=[CH:32][CH:31]=[C:30]([CH:34]=O)[CH:29]=1.[BH3-]C#N.[Na+], predict the reaction product. The product is: [Cl:27][C:22]1[CH:21]=[C:20]([NH:19][C:5]2[C:4]3[C:9](=[C:10]([C:12]([N:14]([CH3:15])[CH3:16])=[O:13])[CH:11]=[C:2]([NH:1][CH2:36][C:28]4[CH:33]=[CH:32][CH:31]=[C:30]([CH3:34])[CH:29]=4)[CH:3]=3)[N:8]=[CH:7][C:6]=2[C:17]#[N:18])[CH:25]=[CH:24][C:23]=1[F:26].